Dataset: Orexin1 receptor HTS with 218,158 compounds and 233 confirmed actives. Task: Binary Classification. Given a drug SMILES string, predict its activity (active/inactive) in a high-throughput screening assay against a specified biological target. (1) The compound is S(Oc1ccc(OC)cc1)(=O)(=O)c1ccc(N2C(=O)CCC2=O)cc1. The result is 0 (inactive). (2) The molecule is ClCC(=O)N1C(C2C(=O)CC(CC2=O)C)c2c(CC1)cc(OC)c(OC)c2. The result is 0 (inactive). (3) The compound is S=C(NCCc1ccccc1)NC(=O)c1c(F)cccc1. The result is 0 (inactive). (4) The compound is Brc1ccc(OC(=O)c2nc(C(OC(C)C)=O)ccc2)cc1. The result is 0 (inactive). (5) The compound is S(C(C(=O)Nc1sc(nn1)CCCC)C)c1[nH]c(=O)c(Cc2ccccc2)c(O)n1. The result is 0 (inactive). (6) The molecule is O1C(C(=O)N(Cc2c(ccc(c2)C)C)c2c1ccc(c2)C)C. The result is 0 (inactive).